Predict the reactants needed to synthesize the given product. From a dataset of Full USPTO retrosynthesis dataset with 1.9M reactions from patents (1976-2016). (1) Given the product [CH2:38]([C:23]1[CH:24]=[C:25]([O:28][C:29]2[CH:34]=[C:33]([CH3:35])[CH:32]=[C:31]([CH2:36][NH:37][C:5](=[O:7])[C:4]3[CH:8]=[CH:9][C:10]([C:12]([F:15])([F:14])[F:13])=[CH:11][C:3]=3[O:2][CH3:1])[CH:30]=2)[CH:26]=[CH:27][C:22]=1[CH2:21][CH2:20][C:19]([OH:40])=[O:18])[CH3:39], predict the reactants needed to synthesize it. The reactants are: [CH3:1][O:2][C:3]1[CH:11]=[C:10]([C:12]([F:15])([F:14])[F:13])[CH:9]=[CH:8][C:4]=1[C:5]([OH:7])=O.C([O:18][C:19](=[O:40])[CH2:20][CH2:21][C:22]1[CH:27]=[CH:26][C:25]([O:28][C:29]2[CH:34]=[C:33]([CH3:35])[CH:32]=[C:31]([CH2:36][NH2:37])[CH:30]=2)=[CH:24][C:23]=1[CH2:38][CH3:39])C. (2) The reactants are: [C:1](#[N:8])[C:2]1[CH:7]=[CH:6][CH:5]=[CH:4][CH:3]=1.[C:9](=[O:12])([O-])[O-].[K+].[K+].C(O[C:23]([O:25][C:26]([CH3:29])([CH3:28])[CH3:27])=[O:24])([O:17][C:18](C)([CH3:20])[CH3:19])=O.C[N:31](C)[CH:32]=[O:33]. Given the product [CH:18]([O:17][CH:7]([CH3:6])[CH3:2])([CH3:20])[CH3:19].[C:1]([C:2]1[CH:7]=[CH:6][C:5]([O:12][C:9]2[C:32](=[O:33])[NH:31][N:8]([C:23]([O:25][C:26]([CH3:27])([CH3:28])[CH3:29])=[O:24])[C:1]=2[CH2:2][CH3:3])=[CH:4][CH:3]=1)#[N:8], predict the reactants needed to synthesize it. (3) The reactants are: [NH2:1][C:2]1[N:29]([CH2:30][C:31]([OH:34])([CH3:33])[CH3:32])[C:6]2[N:7]=[C:8]([NH:11][C:12]3[CH:17]=[CH:16][C:15]([CH:18]4[CH2:23][CH2:22][N:21]([CH:24]5[CH2:26][CH2:25]5)[CH2:20][CH2:19]4)=[CH:14][C:13]=3[O:27][CH3:28])[N:9]=[CH:10][C:5]=2[C:4](=[O:35])[C:3]=1[C:36]([NH2:38])=[O:37].CC[Cl:41]. Given the product [ClH:41].[NH2:1][C:2]1[N:29]([CH2:30][C:31]([OH:34])([CH3:33])[CH3:32])[C:6]2[N:7]=[C:8]([NH:11][C:12]3[CH:17]=[CH:16][C:15]([CH:18]4[CH2:19][CH2:20][N:21]([CH:24]5[CH2:25][CH2:26]5)[CH2:22][CH2:23]4)=[CH:14][C:13]=3[O:27][CH3:28])[N:9]=[CH:10][C:5]=2[C:4](=[O:35])[C:3]=1[C:36]([NH2:38])=[O:37], predict the reactants needed to synthesize it. (4) Given the product [C:1]([C:3]1[CH:4]=[C:5]([NH:18][C:19]2[C:28]3[C:23](=[CH:24][C:25]([O:36][CH3:37])=[C:26]([O:29][CH:30]4[CH2:35][CH2:34][N:33]([S:39]([CH3:38])(=[O:41])=[O:40])[CH2:32][CH2:31]4)[CH:27]=3)[N:22]=[CH:21][N:20]=2)[CH:6]=[CH:7][C:8]=1[O:9][CH2:10][C:11]1[CH:16]=[CH:15][CH:14]=[C:13]([F:17])[CH:12]=1)#[CH:2], predict the reactants needed to synthesize it. The reactants are: [C:1]([C:3]1[CH:4]=[C:5]([NH:18][C:19]2[C:28]3[C:23](=[CH:24][C:25]([O:36][CH3:37])=[C:26]([O:29][CH:30]4[CH2:35][CH2:34][NH:33][CH2:32][CH2:31]4)[CH:27]=3)[N:22]=[CH:21][N:20]=2)[CH:6]=[CH:7][C:8]=1[O:9][CH2:10][C:11]1[CH:16]=[CH:15][CH:14]=[C:13]([F:17])[CH:12]=1)#[CH:2].[CH3:38][S:39](Cl)(=[O:41])=[O:40].C(N(CC)CC)C. (5) The reactants are: Cl[C:2]1[CH:7]=[C:6]([C:8]2[CH:13]=[CH:12][CH:11]=[CH:10][CH:9]=2)[N:5]=[C:4]([NH:14][C:15](=[O:32])[CH2:16][CH2:17][C:18]([C:20]2[CH:25]=[CH:24][C:23]([O:26][CH2:27][CH3:28])=[C:22]([O:29][CH2:30][CH3:31])[CH:21]=2)=[O:19])[CH:3]=1.C1(C2C=CC=CC=2)C=CC=CC=1P(C1CCCCC1)C1CCCCC1.C(=O)([O-])[O-].[K+].[K+].[OH:64][CH2:65][C:66]1[CH:67]=[C:68](B(O)O)[CH:69]=[CH:70][CH:71]=1. Given the product [CH2:30]([O:29][C:22]1[CH:21]=[C:20]([C:18](=[O:19])[CH2:17][CH2:16][C:15]([NH:14][C:4]2[CH:3]=[C:2]([C:70]3[CH:69]=[CH:68][CH:67]=[C:66]([CH2:65][OH:64])[CH:71]=3)[CH:7]=[C:6]([C:8]3[CH:13]=[CH:12][CH:11]=[CH:10][CH:9]=3)[N:5]=2)=[O:32])[CH:25]=[CH:24][C:23]=1[O:26][CH2:27][CH3:28])[CH3:31], predict the reactants needed to synthesize it.